From a dataset of Full USPTO retrosynthesis dataset with 1.9M reactions from patents (1976-2016). Predict the reactants needed to synthesize the given product. (1) The reactants are: [CH:1]1[CH2:5][CH:4]=[CH:3][CH:2]=1.C(N[CH2:9][CH3:10])C.[C:11](O)(=O)[CH3:12].O. Given the product [CH:11](=[C:2]1[CH:1]=[CH:5][CH:4]=[CH:3]1)[CH2:12][CH2:9][CH3:10], predict the reactants needed to synthesize it. (2) Given the product [CH3:7][C:8]1[CH:13]=[C:12]([CH3:14])[N:11]=[C:10]([CH2:15][OH:16])[CH:9]=1, predict the reactants needed to synthesize it. The reactants are: [H-].[Al+3].[Li+].[H-].[H-].[H-].[CH3:7][C:8]1[CH:13]=[C:12]([CH3:14])[N:11]=[C:10]([C:15](OC)=[O:16])[CH:9]=1.C(OCC)(=O)C. (3) Given the product [CH3:18][C:13]1[C:14]2[C:15](=[O:16])[N:7]([CH2:6][CH2:5][C:4]([O:3][CH2:1][CH3:2])=[O:20])[C:8](=[O:19])[NH:9][C:10]=2[S:11][CH:12]=1, predict the reactants needed to synthesize it. The reactants are: [CH2:1]([O:3][C:4](=[O:20])[CH2:5][CH2:6][NH:7][C:8](=[O:19])[NH:9][C:10]1[S:11][CH:12]=[C:13]([CH3:18])[C:14]=1[C:15]([O-])=[O:16])[CH3:2].[O-]CC.[Na+]. (4) Given the product [CH3:1][O:2][C:3]([C:5]1[CH:9]=[C:8]([C:10]2[S:11][C:12]([C:15]3[CH:20]=[CH:19][CH:18]=[C:17]([S:21]([CH3:24])(=[O:22])=[O:23])[CH:16]=3)=[CH:13][CH:14]=2)[N:7]([C:25]2[CH:30]=[CH:29][CH:28]=[CH:27][C:26]=2[C:31]([F:33])([F:34])[F:32])[N:6]=1)=[S:44], predict the reactants needed to synthesize it. The reactants are: [CH3:1][O:2][C:3]([C:5]1[CH:9]=[C:8]([C:10]2[S:11][C:12]([C:15]3[CH:20]=[CH:19][CH:18]=[C:17]([S:21]([CH3:24])(=[O:23])=[O:22])[CH:16]=3)=[CH:13][CH:14]=2)[N:7]([C:25]2[CH:30]=[CH:29][CH:28]=[CH:27][C:26]=2[C:31]([F:34])([F:33])[F:32])[N:6]=1)=O.COC1C=CC(P2(SP(C3C=CC(OC)=CC=3)(=S)S2)=[S:44])=CC=1. (5) Given the product [Br:1][C:2]1[CH:3]=[C:4]2[C:9](=[CH:10][CH:11]=1)[O:8][CH2:7][CH:6]=[CH:5]2, predict the reactants needed to synthesize it. The reactants are: [Br:1][C:2]1[CH:3]=[C:4]2[C:9](=[CH:10][CH:11]=1)[O:8][CH2:7][CH2:6][CH:5]2O.CC1C=CC(S(O)(=O)=O)=CC=1.